Dataset: Full USPTO retrosynthesis dataset with 1.9M reactions from patents (1976-2016). Task: Predict the reactants needed to synthesize the given product. (1) The reactants are: [CH3:1][C:2]([C:10]#[N:11])([CH3:9])[CH2:3][CH2:4][CH2:5][CH2:6][CH2:7][CH3:8].[CH2:12](OCC)C. Given the product [CH3:1][C:2]([CH3:9])([CH2:3][CH2:4][CH2:5][CH2:6][CH2:7][CH3:8])[C:10](=[NH:11])[CH3:12], predict the reactants needed to synthesize it. (2) Given the product [F:1][C:2]1[C:11]2[CH:12]([CH2:13][N:14]3[CH2:18][CH2:17][C@H:16]([CH2:19][NH:20][C:21](=[O:27])[O:22][C:23]([CH3:25])([CH3:24])[CH3:26])[CH2:15]3)[CH2:28][N:9]3[C:10]=2[C:5]([CH:6]=[CH:7][C:8]3=[O:30])=[CH:4][CH:3]=1, predict the reactants needed to synthesize it. The reactants are: [F:1][C:2]1[C:11]([CH:12]([CH2:28]O)[CH2:13][N:14]2[CH2:18][CH2:17][C@H:16]([CH2:19][NH:20][C:21](=[O:27])[O:22][C:23]([CH3:26])([CH3:25])[CH3:24])[CH2:15]2)=[C:10]2[C:5]([CH:6]=[CH:7][C:8]([O:30]C)=[N:9]2)=[CH:4][CH:3]=1.C(N(C(C)C)CC)(C)C.CS(Cl)(=O)=O. (3) Given the product [F:12][C:4]1[C:5]([C:8]([F:11])([F:10])[F:9])=[N:6][CH:7]=[C:2]([B:16]2[O:17][C:18]([CH3:20])([CH3:19])[C:14]([CH3:30])([CH3:13])[O:15]2)[CH:3]=1, predict the reactants needed to synthesize it. The reactants are: Br[C:2]1[CH:3]=[C:4]([F:12])[C:5]([C:8]([F:11])([F:10])[F:9])=[N:6][CH:7]=1.[CH3:13][C:14]1([CH3:30])[C:18]([CH3:20])([CH3:19])[O:17][B:16]([B:16]2[O:17][C:18]([CH3:20])([CH3:19])[C:14]([CH3:30])([CH3:13])[O:15]2)[O:15]1.CC([O-])=O.[K+].O1CCOCC1. (4) Given the product [Cl:2][C:3]1[C:8]([Cl:9])=[CH:7][CH:6]=[CH:5][C:4]=1[N:10]1[CH2:15][CH2:14][N:13]([CH2:23][CH2:24][N:25]2[C:26](=[O:35])[C:27]3[C:32](=[CH:31][CH:30]=[CH:29][CH:28]=3)[C:33]2=[O:34])[CH2:12][CH2:11]1, predict the reactants needed to synthesize it. The reactants are: Cl.[Cl:2][C:3]1[C:8]([Cl:9])=[CH:7][CH:6]=[CH:5][C:4]=1[N:10]1[CH2:15][CH2:14][NH:13][CH2:12][CH2:11]1.C(=O)([O-])[O-].[K+].[K+].Br[CH2:23][CH2:24][N:25]1[C:33](=[O:34])[C:32]2[C:27](=[CH:28][CH:29]=[CH:30][CH:31]=2)[C:26]1=[O:35].O. (5) The reactants are: [CH3:1][O:2][C:3]1[CH:4]=[C:5]([CH:8]=[CH:9][CH:10]=1)[CH:6]=O.[NH2:11][C:12]1[C:17]([C:18]([O:20][CH2:21][CH3:22])=[O:19])=[CH:16][CH:15]=[CH:14][N:13]=1.C(O)(=O)C.C(O[BH-](OC(=O)C)OC(=O)C)(=O)C.[Na+]. Given the product [CH3:1][O:2][C:3]1[CH:4]=[C:5]([CH:8]=[CH:9][CH:10]=1)[CH2:6][NH:11][C:12]1[N:13]=[CH:14][CH:15]=[CH:16][C:17]=1[C:18]([O:20][CH2:21][CH3:22])=[O:19], predict the reactants needed to synthesize it. (6) Given the product [C:19]([C:13]1[CH:12]=[C:11]([N:10]=[C:6]=[S:7])[CH:18]=[CH:17][C:14]=1[C:15]#[N:16])([CH3:22])([CH3:20])[CH3:21], predict the reactants needed to synthesize it. The reactants are: C(=O)([O-])[O-].[Ca+2].[C:6](Cl)(Cl)=[S:7].[NH2:10][C:11]1[CH:18]=[CH:17][C:14]([C:15]#[N:16])=[C:13]([C:19]([CH3:22])([CH3:21])[CH3:20])[CH:12]=1.Cl. (7) The reactants are: [CH3:1][C:2]([O:4][C@H:5]1[C:14]2[C@@:15]3([CH3:30])[C@@H:26]([CH2:27][O:28][CH3:29])[O:25][C:23](=[O:24])[C:17]4=[CH:18][O:19][C:20]([C:21](=[O:22])[C:13]=2[C@@H:8]2[CH2:9][CH2:10][C@H:11]([OH:12])[C@@:7]2([CH3:31])[CH2:6]1)=[C:16]34)=[O:3].C1(=O)OC(=O)CC1. Given the product [CH3:1][C:2]([O:4][C@H:5]1[C:14]2[C@@:15]3([CH3:30])[C@@H:26]([CH2:27][O:28][CH3:29])[O:25][C:23](=[O:24])[C:17]4=[CH:18][O:19][C:20]([C:21](=[O:22])[C:13]=2[C@@H:8]2[CH2:9][CH2:10][C:11](=[O:12])[C@@:7]2([CH3:31])[CH2:6]1)=[C:16]34)=[O:3], predict the reactants needed to synthesize it. (8) Given the product [CH3:40][C:33]1[C:34]2[CH2:35][CH2:36][CH2:37][CH2:38][C:39]=2[N:30]2[N:29]=[C:28](/[CH:5]=[C:6]3\[C@@H:7]4[N:11]([C:12]\3=[O:13])[C:10]([C:14]([OH:16])=[O:15])=[CH:9][S:8]4)[N:41]=[C:31]2[N:32]=1, predict the reactants needed to synthesize it. The reactants are: C(O[CH:5]([C:28]1[N:41]=[C:31]2[N:32]=[C:33]([CH3:40])[C:34]3[CH2:35][CH2:36][CH2:37][CH2:38][C:39]=3[N:30]2[N:29]=1)[C:6]1(Br)[C:12](=[O:13])[N:11]2[C@@H:7]1[S:8][CH:9]=[C:10]2[C:14]([O:16]CC1C=CC([N+]([O-])=O)=CC=1)=[O:15])(=O)C.C(#N)C.P([O-])([O-])([O-])=O. (9) Given the product [CH2:1]([C:5]1[C:13]2[C:8](=[CH:9][CH:10]=[C:11]([C:14]([OH:16])=[O:15])[CH:12]=2)[N:7]([CH3:19])[CH:6]=1)[CH2:2][CH2:3][CH3:4], predict the reactants needed to synthesize it. The reactants are: [CH2:1]([C:5]1[C:13]2[C:8](=[CH:9][CH:10]=[C:11]([C:14]([O:16]CC)=[O:15])[CH:12]=2)[N:7]([CH3:19])[CH:6]=1)[CH2:2][CH2:3][CH3:4].[OH-].[Na+].Cl. (10) Given the product [C:1]([N:26]1[CH2:27][CH2:28][CH2:29][C:24]2[S:23][C:22]([C:19]3[CH:18]=[CH:17][C:16]([O:15][C@H:13]4[CH2:14][C@H:11]([N:5]5[CH2:10][CH2:9][CH2:8][CH2:7][CH2:6]5)[CH2:12]4)=[CH:21][CH:20]=3)=[N:30][C:25]1=2)(=[O:3])[CH3:2], predict the reactants needed to synthesize it. The reactants are: [C:1](Cl)(=[O:3])[CH3:2].[N:5]1([C@H:11]2[CH2:14][C@H:13]([O:15][C:16]3[CH:21]=[CH:20][C:19]([C:22]4[S:23][C:24]5[CH2:29][CH2:28][CH2:27][NH:26][C:25]=5[N:30]=4)=[CH:18][CH:17]=3)[CH2:12]2)[CH2:10][CH2:9][CH2:8][CH2:7][CH2:6]1.C(N(CC)CC)C.